From a dataset of Forward reaction prediction with 1.9M reactions from USPTO patents (1976-2016). Predict the product of the given reaction. (1) Given the reactants C(O[C:6]([N:8]1[CH2:26][CH2:25][C:11]2[N:12]([C:19]3[CH:24]=[CH:23][CH:22]=[CH:21][CH:20]=3)[C:13]3[CH:14]=[CH:15][CH:16]=[CH:17][C:18]=3[C:10]=2[CH2:9]1)=[O:7])(C)(C)C.C(O)(C(F)(F)F)=O.[CH3:34][O:35][C:36]1[CH:44]=[N:43][C:42]([O:45][CH3:46])=[C:41]2[C:37]=1[C:38]([C:47](=[O:51])C(O)=O)=[CH:39][NH:40]2.CCN(C(C)C)C(C)C.C1N(P(Cl)(N2C(=O)OCC2)=O)C(=O)OC1, predict the reaction product. The product is: [C:19]1([N:12]2[C:13]3[CH:14]=[CH:15][CH:16]=[CH:17][C:18]=3[C:10]3[CH2:9][N:8]([C:6](=[O:7])[C:47]([C:38]4[C:37]5[C:41](=[C:42]([O:45][CH3:46])[N:43]=[CH:44][C:36]=5[O:35][CH3:34])[NH:40][CH:39]=4)=[O:51])[CH2:26][CH2:25][C:11]2=3)[CH:24]=[CH:23][CH:22]=[CH:21][CH:20]=1. (2) Given the reactants COC(=O)CC1C(C)=NN([CH2:11][C:12]2[CH:17]=[CH:16][C:15]([N+:18]([O-:20])=[O:19])=[CH:14][CH:13]=2)C=1C.[C:23]([O:27][C:28](=[O:42])[CH2:29][C:30]1[C:31]([CH:36]2[CH2:41][CH2:40][CH2:39][CH2:38][CH2:37]2)=[N:32][NH:33][C:34]=1[CH3:35])([CH3:26])([CH3:25])[CH3:24].C(OC(=O)CC1C(CC)=NNC=1CC)(C)(C)C.C1(C(=O)CC(=O)C)CCCCC1.COC(=O)CC1C(C)=NNC=1C, predict the reaction product. The product is: [C:23]([O:27][C:28](=[O:42])[CH2:29][C:30]1[C:31]([CH:36]2[CH2:41][CH2:40][CH2:39][CH2:38][CH2:37]2)=[N:32][N:33]([CH2:11][C:12]2[CH:17]=[CH:16][C:15]([N+:18]([O-:20])=[O:19])=[CH:14][CH:13]=2)[C:34]=1[CH3:35])([CH3:26])([CH3:24])[CH3:25]. (3) Given the reactants FC(F)(F)C(O)=O.[CH2:8]([O:10][C:11](=[O:40])[C:12]1[CH:17]=[CH:16][C:15]([C:18]2[S:22][C:21]([N:23](C(OC(C)(C)C)=O)CC3C=CC(OC)=CC=3)=[N:20][CH:19]=2)=[CH:14][CH:13]=1)[CH3:9], predict the reaction product. The product is: [CH2:8]([O:10][C:11](=[O:40])[C:12]1[CH:13]=[CH:14][C:15]([C:18]2[S:22][C:21]([NH2:23])=[N:20][CH:19]=2)=[CH:16][CH:17]=1)[CH3:9].